Dataset: Forward reaction prediction with 1.9M reactions from USPTO patents (1976-2016). Task: Predict the product of the given reaction. (1) Given the reactants C(O[C:6]([NH:8][C@@H:9]([CH2:14][C:15]1[CH:20]=[CH:19][C:18]([Cl:21])=[CH:17][CH:16]=1)[C:10]([O:12][CH3:13])=[O:11])=[O:7])(C)(C)C.C(O)(C(F)(F)F)=O.C(N(CC)C(C)C)(C)C.[CH2:38]([O:45][C:46]([NH:48][C@@H:49](C)[C:50](O)=O)=[O:47])[C:39]1[CH:44]=[CH:43][CH:42]=[CH:41][CH:40]=1.CN(C(ON1N=NC2C=CC=NC1=2)=[N+](C)C)C.F[P-](F)(F)(F)(F)F, predict the reaction product. The product is: [CH3:13][O:12][C:10](=[O:11])[C@@H:9]([NH:8][C:6](=[O:7])[C@@H:49]([NH:48][C:46]([O:45][CH2:38][C:39]1[CH:44]=[CH:43][CH:42]=[CH:41][CH:40]=1)=[O:47])[CH3:50])[CH2:14][C:15]1[CH:16]=[CH:17][C:18]([Cl:21])=[CH:19][CH:20]=1. (2) Given the reactants Br[C:2]1[CH:7]=[CH:6][C:5]([C:8]([N:10]2[CH2:15][CH2:14][N:13]([C:16]3[CH:21]=[CH:20][C:19]([CH3:22])=[CH:18][C:17]=3[CH3:23])[CH2:12][CH2:11]2)=[O:9])=[CH:4][CH:3]=1.[OH:24][C@@H:25]1[CH2:29][NH:28][C:27](=[O:30])[CH2:26]1, predict the reaction product. The product is: [CH3:23][C:17]1[CH:18]=[C:19]([CH3:22])[CH:20]=[CH:21][C:16]=1[N:13]1[CH2:14][CH2:15][N:10]([C:8]([C:5]2[CH:6]=[CH:7][C:2]([N:28]3[CH2:29][C@@H:25]([OH:24])[CH2:26][C:27]3=[O:30])=[CH:3][CH:4]=2)=[O:9])[CH2:11][CH2:12]1.